This data is from Forward reaction prediction with 1.9M reactions from USPTO patents (1976-2016). The task is: Predict the product of the given reaction. (1) Given the reactants [OH:1][CH2:2][C:3]1[CH:12]=[CH:11][C:10]2[C:5](=[CH:6][CH:7]=[CH:8][C:9]=2[N+:13]([O-:15])=[O:14])[N:4]=1.[C:16](OC(=O)C)(=[O:18])[CH3:17].C1(C)C=CC=CC=1.CCCCCC.C(OCC)(=O)C, predict the reaction product. The product is: [C:16]([O:1][CH2:2][C:3]1[CH:12]=[CH:11][C:10]2[C:5](=[CH:6][CH:7]=[CH:8][C:9]=2[N+:13]([O-:15])=[O:14])[N:4]=1)(=[O:18])[CH3:17]. (2) The product is: [CH3:10][O:11][C:12]1[CH:13]=[CH:14][C:15]([S:18]([N:21]2[CH:22]=[CH:23][C@H:24]([C:25]3[CH:30]=[CH:29][CH:28]=[CH:27][CH:26]=3)[C@H:3]([CH2:4][C:5]([O:7][CH2:8][CH3:9])=[O:6])[C:2]2=[O:1])(=[O:19])=[O:20])=[CH:16][CH:17]=1. Given the reactants [O:1]=[CH:2]/[CH:3]=[CH:4]/[C:5]([O:7][CH2:8][CH3:9])=[O:6].[CH3:10][O:11][C:12]1[CH:17]=[CH:16][C:15]([S:18]([N:21]=[CH:22]/[CH:23]=[CH:24]/[C:25]2[CH:30]=[CH:29][CH:28]=[CH:27][CH:26]=2)(=[O:20])=[O:19])=[CH:14][CH:13]=1, predict the reaction product. (3) Given the reactants [NH2:1][CH:2]([C:9]([NH:11][NH:12][C:13]([C:15]1[NH:16][C:17]2[C:22]([CH:23]=1)=[CH:21][C:20]([Cl:24])=[CH:19][CH:18]=2)=[O:14])=[O:10])[C:3]1[CH:8]=[CH:7][CH:6]=[CH:5][CH:4]=1.[C:25](N1C=CN=C1)(N1C=CN=C1)=[O:26].C(O)(=O)CC(CC(O)=O)(C(O)=O)O, predict the reaction product. The product is: [O:26]=[C:25]1[N:11]([NH:12][C:13]([C:15]2[NH:16][C:17]3[C:22]([CH:23]=2)=[CH:21][C:20]([Cl:24])=[CH:19][CH:18]=3)=[O:14])[C:9](=[O:10])[CH:2]([C:3]2[CH:8]=[CH:7][CH:6]=[CH:5][CH:4]=2)[NH:1]1. (4) Given the reactants C([O:5][C:6](=[O:45])[CH2:7][O:8][C:9]1[CH:14]=[C:13]([F:15])[CH:12]=[C:11]([C@@:16]([C:38]2[CH:43]=[CH:42][C:41]([Cl:44])=[CH:40][N:39]=2)([NH:24][C:25](=[O:37])[C:26]2[CH:31]=[CH:30][C:29]([F:32])=[C:28]([C:33]([F:36])([F:35])[F:34])[CH:27]=2)[CH2:17][C:18]2[CH:23]=[CH:22][CH:21]=[CH:20][CH:19]=2)[CH:10]=1)(C)(C)C.C(O)(C(F)(F)F)=O, predict the reaction product. The product is: [Cl:44][C:41]1[CH:42]=[CH:43][C:38]([C@:16]([C:11]2[CH:10]=[C:9]([CH:14]=[C:13]([F:15])[CH:12]=2)[O:8][CH2:7][C:6]([OH:45])=[O:5])([NH:24][C:25](=[O:37])[C:26]2[CH:31]=[CH:30][C:29]([F:32])=[C:28]([C:33]([F:34])([F:35])[F:36])[CH:27]=2)[CH2:17][C:18]2[CH:23]=[CH:22][CH:21]=[CH:20][CH:19]=2)=[N:39][CH:40]=1. (5) Given the reactants C(OC([N:8]1[CH2:13][CH2:12][N:11]([CH:14]2[CH2:26][CH2:25][C:24]3[C:16](=[CH:17][C:18]4[C:19]([CH:23]=3)=[N:20][O:21][N:22]=4)[CH2:15]2)[CH2:10][CH2:9]1)=O)(C)(C)C.[ClH:27], predict the reaction product. The product is: [ClH:27].[N:11]1([CH:14]2[CH2:26][CH2:25][C:24]3[C:16](=[CH:17][C:18]4[C:19]([CH:23]=3)=[N:20][O:21][N:22]=4)[CH2:15]2)[CH2:10][CH2:9][NH:8][CH2:13][CH2:12]1. (6) The product is: [C:24]([O:23][CH:16]([C:17]1[CH:22]=[CH:21][CH:20]=[CH:19][CH:18]=1)[CH2:15][CH2:14][N:11]1[CH2:12][CH2:13][N:8]([C:5]2[CH:6]=[CH:7][C:2]([O:1][C:34](=[O:36])[CH3:35])=[CH:3][CH:4]=2)[CH2:9][CH2:10]1)(=[O:26])[NH2:25]. Given the reactants [OH:1][C:2]1[CH:7]=[CH:6][C:5]([N:8]2[CH2:13][CH2:12][N:11]([CH2:14][CH2:15][CH:16]([O:23][C:24](=[O:26])[NH2:25])[C:17]3[CH:22]=[CH:21][CH:20]=[CH:19][CH:18]=3)[CH2:10][CH2:9]2)=[CH:4][CH:3]=1.C(N(CC)CC)C.[C:34](Cl)(=[O:36])[CH3:35], predict the reaction product.